Dataset: Reaction yield outcomes from USPTO patents with 853,638 reactions. Task: Predict the reaction yield, written as a fraction of the theoretical maximum amount of product (1.0 means a 100% yield; for example, 0.34 means a 34% yield). (1) The reactants are [CH2:1]([O:8][CH2:9][N:10]1[C:14]2[CH:15]=[N:16][NH:17][C:18](=[O:19])[C:13]=2[CH:12]=[C:11]1Br)[C:2]1[CH:7]=[CH:6][CH:5]=[CH:4][CH:3]=1.C1(C)C=CC=CC=1.C(N(CC)C(C)C)(C)C.[H][H]. The catalyst is [Pd].O1CCCC1. The product is [CH2:1]([O:8][CH2:9][N:10]1[C:14]2[CH:15]=[N:16][NH:17][C:18](=[O:19])[C:13]=2[CH:12]=[CH:11]1)[C:2]1[CH:7]=[CH:6][CH:5]=[CH:4][CH:3]=1. The yield is 0.950. (2) The reactants are [Cl:1][C:2]1[C:3]([CH3:22])=[C:4]([S:8]([NH:11][C:12]2[S:13][C:14]([CH2:17][C:18]([O:20]C)=[O:19])=[CH:15][N:16]=2)(=[O:10])=[O:9])[CH:5]=[CH:6][CH:7]=1.[OH-].[K+]. The catalyst is CCO. The product is [Cl:1][C:2]1[C:3]([CH3:22])=[C:4]([S:8]([NH:11][C:12]2[S:13][C:14]([CH2:17][C:18]([OH:20])=[O:19])=[CH:15][N:16]=2)(=[O:9])=[O:10])[CH:5]=[CH:6][CH:7]=1. The yield is 0.970. (3) The catalyst is CO. The reactants are [CH3:1][C@@H:2]1[CH2:7][CH2:6][C@H:5]([C:8]2[CH:15]=[CH:14][C:11]([C:12]#[N:13])=[CH:10][CH:9]=2)[CH2:4][C:3]1=O.[C:17]1(C)C=CC=CC=1.[NH2:24][NH2:25]. The yield is 0.580. The product is [CH3:1][CH:2]1[C:7]2[C:6](=[CH:17][NH:24][N:25]=2)[CH:5]([C:8]2[CH:15]=[CH:14][C:11]([C:12]#[N:13])=[CH:10][CH:9]=2)[CH2:4][CH2:3]1.